From a dataset of CYP3A4 inhibition data for predicting drug metabolism from PubChem BioAssay. Regression/Classification. Given a drug SMILES string, predict its absorption, distribution, metabolism, or excretion properties. Task type varies by dataset: regression for continuous measurements (e.g., permeability, clearance, half-life) or binary classification for categorical outcomes (e.g., BBB penetration, CYP inhibition). Dataset: cyp3a4_veith. The molecule is S=C=Nc1cccc(C2(N3CCCCC3)CCCCC2)c1. The result is 1 (inhibitor).